This data is from Reaction yield outcomes from USPTO patents with 853,638 reactions. The task is: Predict the reaction yield, written as a fraction of the theoretical maximum amount of product (1.0 means a 100% yield; for example, 0.34 means a 34% yield). (1) The product is [N:11]1([CH2:10][C:2]2[N:3]([CH2:39][CH2:40][CH2:41][NH2:43])[C:4]3[CH:9]=[CH:8][CH:7]=[CH:6][C:5]=3[N:1]=2)[C@H:24]2[C@@H:15]([CH2:16][CH2:17][C:18]3[C:23]2=[N:22][CH:21]=[CH:20][CH:19]=3)[CH2:14][CH2:13][CH2:12]1. The catalyst is O.CN(C=O)C. The yield is 0.380. The reactants are [NH:1]1[C:5]2[CH:6]=[CH:7][CH:8]=[CH:9][C:4]=2[N:3]=[C:2]1[CH2:10][N:11]1[C@H:24]2[C@@H:15]([CH2:16][CH2:17][C:18]3[C:23]2=[N:22][CH:21]=[CH:20][CH:19]=3)[CH2:14][CH2:13][CH2:12]1.C(N(C(C)C)CC)(C)C.BrCCCC1C=CC=[C:40]2[C:41]([NH:43]C(=O)[C:39]=12)=O.[I-].[K+]. (2) The reactants are [C:1]([N:5]1[C:9]2[N:10]=[C:11]([NH:14][C:15](=[O:23])[C:16]3[CH:21]=[CH:20][C:19]([CH3:22])=[CH:18][CH:17]=3)[N:12]=[CH:13][C:8]=2[CH:7]=[CH:6]1)([CH3:4])([CH3:3])[CH3:2].C1C(=O)N([I:31])C(=O)C1. The catalyst is C1COCC1. The product is [C:1]([N:5]1[C:9]2[N:10]=[C:11]([NH:14][C:15](=[O:23])[C:16]3[CH:17]=[CH:18][C:19]([CH3:22])=[CH:20][CH:21]=3)[N:12]=[CH:13][C:8]=2[C:7]([I:31])=[CH:6]1)([CH3:4])([CH3:3])[CH3:2]. The yield is 0.590. (3) The reactants are [CH3:1][O-:2].[Na+].Cl[C:5]1[C:10]([C:11]([O:13][CH3:14])=[O:12])=[CH:9][N:8]=[C:7]([Cl:15])[CH:6]=1. The catalyst is C1COCC1. The product is [Cl:15][C:7]1[CH:6]=[C:5]([O:2][CH3:1])[C:10]([C:11]([O:13][CH3:14])=[O:12])=[CH:9][N:8]=1. The yield is 0.560. (4) The yield is 0.460. The reactants are [CH3:1][O:2][C:3]1[C:11]2[O:10][CH2:9][O:8][C:7]=2[CH:6]=[CH:5][CH:4]=1.[N+:12]([O-])([OH:14])=[O:13]. The catalyst is C(OC(=O)C)(=O)C. The product is [CH3:1][O:2][C:3]1[C:11]2[O:10][CH2:9][O:8][C:7]=2[CH:6]=[C:5]([N+:12]([O-:14])=[O:13])[CH:4]=1. (5) The reactants are C([O:4][CH2:5][CH2:6][N:7]1[C:16]2[C:11](=[CH:12][C:13]([CH2:17][C:18]3[CH:23]=[CH:22][CH:21]=[C:20]([Cl:24])[C:19]=3[Cl:25])=[CH:14][CH:15]=2)[C:10](=[O:26])[C:9]([C:27]([O:29]CC)=[O:28])=[CH:8]1)(=O)C.[OH-].[Na+]. The catalyst is C(O)C. The product is [Cl:25][C:19]1[C:20]([Cl:24])=[CH:21][CH:22]=[CH:23][C:18]=1[CH2:17][C:13]1[CH:12]=[C:11]2[C:16](=[CH:15][CH:14]=1)[N:7]([CH2:6][CH2:5][OH:4])[CH:8]=[C:9]([C:27]([OH:29])=[O:28])[C:10]2=[O:26]. The yield is 0.850. (6) The reactants are [F:1][C:2]([F:14])([F:13])[O:3][C:4]1[CH:9]=[CH:8][C:7]([C:10](Cl)=[O:11])=[CH:6][CH:5]=1.[NH2:15][C:16]1[CH:21]=[CH:20][C:19]([C:22]2[C:30]3[C:25](=[N:26][CH:27]=[N:28][C:29]=3[NH2:31])[N:24]([CH:32]3[CH2:37][CH2:36][N:35]([CH3:38])[CH2:34][CH2:33]3)[N:23]=2)=[CH:18][C:17]=1[O:39][CH3:40].FC(F)(F)C1C=CC(C(Cl)=O)=CC=1. The catalyst is ClCCl.N1C=CC=CC=1. The product is [NH2:31][C:29]1[N:28]=[CH:27][N:26]=[C:25]2[N:24]([CH:32]3[CH2:37][CH2:36][N:35]([CH3:38])[CH2:34][CH2:33]3)[N:23]=[C:22]([C:19]3[CH:20]=[CH:21][C:16]([NH:15][C:10](=[O:11])[C:7]4[CH:8]=[CH:9][C:4]([O:3][C:2]([F:14])([F:13])[F:1])=[CH:5][CH:6]=4)=[C:17]([O:39][CH3:40])[CH:18]=3)[C:30]=12. The yield is 0.760. (7) The product is [CH3:27][N:24]([CH3:23])[C:2]1[C:3](=[O:20])[NH:4][C:5]([CH3:19])=[C:6]([CH2:17][CH3:18])[C:7]=1[CH2:8][C:9]1[CH:14]=[C:13]([CH3:15])[CH:12]=[C:11]([CH3:16])[CH:10]=1. The catalyst is C(#N)C. The reactants are N[C:2]1[C:3](=[O:20])[NH:4][C:5]([CH3:19])=[C:6]([CH2:17][CH3:18])[C:7]=1[CH2:8][C:9]1[CH:14]=[C:13]([CH3:15])[CH:12]=[C:11]([CH3:16])[CH:10]=1.C=O.[C:23]([BH3-])#[N:24].[Na+].[C:27](O)(=O)C. The yield is 0.910.